Dataset: Full USPTO retrosynthesis dataset with 1.9M reactions from patents (1976-2016). Task: Predict the reactants needed to synthesize the given product. (1) Given the product [N:17]([CH2:16][C:15]1[C:7]2[CH:6]([CH2:5][C:4]([OH:27])=[O:3])[O:10][B:9]([OH:11])[C:8]=2[CH:12]=[C:13]([O:20][C:21]2[CH:26]=[N:25][CH:24]=[CH:23][N:22]=2)[CH:14]=1)=[N+:18]=[N-:19], predict the reactants needed to synthesize it. The reactants are: C([O:3][C:4](=[O:27])[CH2:5][CH:6]1[O:10][B:9]([OH:11])[C:8]2[CH:12]=[C:13]([O:20][C:21]3[CH:26]=[N:25][CH:24]=[CH:23][N:22]=3)[CH:14]=[C:15]([CH2:16][N:17]=[N+:18]=[N-:19])[C:7]1=2)C.Cl. (2) Given the product [CH3:33][S:34]([OH:37])(=[O:36])=[O:35].[CH:1]1([C:7]2[C:15]3[C:14](=[O:16])[NH:13][C:12]([C:17]4[CH:22]=[CH:21][C:20]([N:23]5[CH2:28][CH2:27][N:26]([CH3:29])[CH2:25][CH2:24]5)=[CH:19][C:18]=4[O:30][CH3:31])=[N:11][C:10]=3[N:9]([CH3:32])[N:8]=2)[CH2:2][CH2:3][CH2:4][CH2:5][CH2:6]1, predict the reactants needed to synthesize it. The reactants are: [CH:1]1([C:7]2[C:15]3[C:14](=[O:16])[NH:13][C:12]([C:17]4[CH:22]=[CH:21][C:20]([N:23]5[CH2:28][CH2:27][N:26]([CH3:29])[CH2:25][CH2:24]5)=[CH:19][C:18]=4[O:30][CH3:31])=[N:11][C:10]=3[N:9]([CH3:32])[N:8]=2)[CH2:6][CH2:5][CH2:4][CH2:3][CH2:2]1.[CH3:33][S:34]([OH:37])(=[O:36])=[O:35]. (3) Given the product [F:29][C:2]([F:1])([F:30])[C@H:3]1[CH2:4][CH2:5][C@H:6]([NH:9][C:10](=[O:28])[C:11]2[CH:16]=[C:15]([NH2:17])[C:14]([NH2:20])=[CH:13][C:12]=2[N:21]2[CH2:26][CH2:25][CH:24]([F:27])[CH2:23][CH2:22]2)[CH2:7][CH2:8]1, predict the reactants needed to synthesize it. The reactants are: [F:1][C:2]([F:30])([F:29])[C@H:3]1[CH2:8][CH2:7][C@H:6]([NH:9][C:10](=[O:28])[C:11]2[CH:16]=[C:15]([N+:17]([O-])=O)[C:14]([NH2:20])=[CH:13][C:12]=2[N:21]2[CH2:26][CH2:25][CH:24]([F:27])[CH2:23][CH2:22]2)[CH2:5][CH2:4]1.CO. (4) Given the product [F:14][C:15]1[CH:16]=[C:17]([C@H:21]2[CH2:22][O:24]2)[CH:18]=[CH:19][CH:20]=1, predict the reactants needed to synthesize it. The reactants are: [Si](Cl)(C)(C)C.CC(OC)(OC)OC.[F:14][C:15]1[CH:16]=[C:17]([C@H:21]([OH:24])[CH2:22]O)[CH:18]=[CH:19][CH:20]=1.C(=O)([O-])[O-].[K+].[K+]. (5) Given the product [O:1]1[C:5]2[CH:6]=[CH:7][C:8]([C:10]3[C:11]([C:19]4[CH:24]=[CH:23][CH:22]=[C:21]([CH3:25])[N:20]=4)=[N:12][N:13]([CH2:15][CH2:16][CH2:17][NH2:18])[CH:14]=3)=[CH:9][C:4]=2[O:3][CH2:2]1, predict the reactants needed to synthesize it. The reactants are: [O:1]1[C:5]2[CH:6]=[CH:7][C:8]([C:10]3[C:11]([C:19]4[CH:24]=[CH:23][CH:22]=[C:21]([CH3:25])[N:20]=4)=[N:12][N:13]([CH2:15][CH2:16][C:17]#[N:18])[CH:14]=3)=[CH:9][C:4]=2[O:3][CH2:2]1.N.[H][H]. (6) Given the product [NH2:1][C@@H:4]1[CH2:9][CH2:8][C@@H:7]([NH:10][C:11](=[O:17])[O:12][C:13]([CH3:15])([CH3:14])[CH3:16])[CH2:6][C@H:5]1[CH3:18], predict the reactants needed to synthesize it. The reactants are: [N:1]([C@@H:4]1[CH2:9][CH2:8][C@@H:7]([NH:10][C:11](=[O:17])[O:12][C:13]([CH3:16])([CH3:15])[CH3:14])[CH2:6][C@H:5]1[CH3:18])=[N+]=[N-]. (7) Given the product [C:1]([C:3]1[CH:4]=[CH:5][C:6]([C:9]2[N:13]3[CH:14]=[C:15]([C:18]4[CH:26]=[CH:25][C:21]([C:22]([N:61]5[CH2:60][CH2:59][N:58]([CH:64]6[CH2:69][CH2:68][N:67]([C:70]([O:72][C:73]([CH3:76])([CH3:75])[CH3:74])=[O:71])[CH2:66][CH2:65]6)[CH2:63][CH2:62]5)=[O:23])=[CH:20][CH:19]=4)[CH:16]=[CH:17][C:12]3=[N:11][CH:10]=2)=[CH:7][CH:8]=1)#[N:2], predict the reactants needed to synthesize it. The reactants are: [C:1]([C:3]1[CH:8]=[CH:7][C:6]([C:9]2[N:13]3[CH:14]=[C:15]([C:18]4[CH:26]=[CH:25][C:21]([C:22](O)=[O:23])=[CH:20][CH:19]=4)[CH:16]=[CH:17][C:12]3=[N:11][CH:10]=2)=[CH:5][CH:4]=1)#[N:2].CN(C(ON1N=NC2C=CC=NC1=2)=[N+](C)C)C.F[P-](F)(F)(F)(F)F.CN1CCOCC1.[N:58]1([CH:64]2[CH2:69][CH2:68][N:67]([C:70]([O:72][C:73]([CH3:76])([CH3:75])[CH3:74])=[O:71])[CH2:66][CH2:65]2)[CH2:63][CH2:62][NH:61][CH2:60][CH2:59]1. (8) Given the product [CH2:20]([O:19][C:17]([C:16]1[C:15]([CH3:22])=[N:1][C:2]2[C:3]([C:4]=1[NH2:5])=[C:6]([O:10][CH:11]([CH3:13])[CH3:12])[CH:7]=[CH:8][CH:9]=2)=[O:18])[CH3:21], predict the reactants needed to synthesize it. The reactants are: [NH2:1][C:2]1[CH:9]=[CH:8][CH:7]=[C:6]([O:10][CH:11]([CH3:13])[CH3:12])[C:3]=1[C:4]#[N:5].O=[C:15]([CH3:22])[CH2:16][C:17]([O:19][CH2:20][CH3:21])=[O:18].